Dataset: Full USPTO retrosynthesis dataset with 1.9M reactions from patents (1976-2016). Task: Predict the reactants needed to synthesize the given product. (1) Given the product [CH3:43][O:44][C:2]1[C:6]2[CH:7]=[C:8]3[C:13](=[CH:14][C:5]=2[N:4]([C:24]([C:37]2[CH:42]=[CH:41][CH:40]=[CH:39][CH:38]=2)([C:31]2[CH:36]=[CH:35][CH:34]=[CH:33][CH:32]=2)[C:25]2[CH:30]=[CH:29][CH:28]=[CH:27][CH:26]=2)[N:3]=1)[NH:12][C:11](=[O:15])[N:10]([C@@H:16]([C:18]1[CH:23]=[CH:22][CH:21]=[CH:20][CH:19]=1)[CH3:17])[CH2:9]3, predict the reactants needed to synthesize it. The reactants are: I[C:2]1[C:6]2[CH:7]=[C:8]3[C:13](=[CH:14][C:5]=2[N:4]([C:24]([C:37]2[CH:42]=[CH:41][CH:40]=[CH:39][CH:38]=2)([C:31]2[CH:36]=[CH:35][CH:34]=[CH:33][CH:32]=2)[C:25]2[CH:30]=[CH:29][CH:28]=[CH:27][CH:26]=2)[N:3]=1)[NH:12][C:11](=[O:15])[N:10]([C@@H:16]([C:18]1[CH:23]=[CH:22][CH:21]=[CH:20][CH:19]=1)[CH3:17])[CH2:9]3.[C:43](=O)([O-])[O-:44].[Cs+].[Cs+].CO. (2) The reactants are: FC(F)(F)S(O[C:7]1[C:8]([CH2:27][S:28]([CH3:31])(=[O:30])=[O:29])=[CH:9][C:10]2[O:14][C:13]([C:15]3[CH:20]=[CH:19][C:18]([F:21])=[CH:17][CH:16]=3)=[C:12]([C:22](=[O:25])[NH:23][CH3:24])[C:11]=2[CH:26]=1)(=O)=O.[C:34]([O:38][C:39]([C:41]1[CH:42]=[C:43](B(O)O)[CH:44]=[CH:45][CH:46]=1)=[O:40])([CH3:37])([CH3:36])[CH3:35].C([O-])([O-])=O.[Cs+].[Cs+].O. Given the product [F:21][C:18]1[CH:17]=[CH:16][C:15]([C:13]2[O:14][C:10]3[CH:9]=[C:8]([CH2:27][S:28]([CH3:31])(=[O:29])=[O:30])[C:7]([C:45]4[CH:46]=[C:41]([CH:42]=[CH:43][CH:44]=4)[C:39]([O:38][C:34]([CH3:36])([CH3:37])[CH3:35])=[O:40])=[CH:26][C:11]=3[C:12]=2[C:22](=[O:25])[NH:23][CH3:24])=[CH:20][CH:19]=1, predict the reactants needed to synthesize it. (3) The reactants are: [O:1]1[C:5]2[CH:6]=[CH:7][CH:8]=[CH:9][C:4]=2[C:3]([NH2:10])=[N:2]1.N[C:12]1[CH:21]=[N:20][CH:19]=[CH:18][C:13]=1[C:14]([O:16]C)=[O:15]. Given the product [O:1]1[C:5]2[CH:6]=[CH:7][CH:8]=[CH:9][C:4]=2[C:3]([NH:10][C:18]2[CH:19]=[N:20][CH:21]=[CH:12][C:13]=2[C:14]([OH:16])=[O:15])=[N:2]1, predict the reactants needed to synthesize it. (4) Given the product [OH:33][C:3]1[N:8]=[C:7]([OH:9])[C:6]([C:10]2[CH:15]=[CH:14][C:13]([Cl:16])=[CH:12][CH:11]=2)=[C:5]([C:17]2[CH:22]=[CH:21][C:20]([Cl:23])=[CH:19][C:18]=2[Cl:24])[N:4]=1, predict the reactants needed to synthesize it. The reactants are: CS[C:3]1[N:8]=[C:7]([OH:9])[C:6]([C:10]2[CH:15]=[CH:14][C:13]([Cl:16])=[CH:12][CH:11]=2)=[C:5]([C:17]2[CH:22]=[CH:21][C:20]([Cl:23])=[CH:19][C:18]=2[Cl:24])[N:4]=1.C1C=C(Cl)C=C(C(OO)=[O:33])C=1. (5) The reactants are: [Ni:1]([Br:3])[Br:2].COCCOC.[CH3:10][Si:11]([CH3:29])([CH3:28])[C:12]1[CH:13]=[CH:14][C:15]([C:18]2[CH:23]=[CH:22][C:21]([Si:24]([CH3:27])([CH3:26])[CH3:25])=[CH:20][N:19]=2)=[N:16][CH:17]=1. Given the product [Ni:1]([Br:3])[Br:2].[CH3:25][Si:24]([CH3:27])([CH3:26])[C:21]1[CH:22]=[CH:23][C:18]([C:15]2[CH:14]=[CH:13][C:12]([Si:11]([CH3:29])([CH3:28])[CH3:10])=[CH:17][N:16]=2)=[N:19][CH:20]=1, predict the reactants needed to synthesize it. (6) Given the product [NH2:31][C@H:8]([C:9]([OH:10])=[O:11])[CH2:2][CH2:3][C:18](=[O:38])[NH2:15], predict the reactants needed to synthesize it. The reactants are: O[C@H:2]([CH2:8][C:9](=[O:11])[O-:10])[CH2:3][N+](C)(C)C.OCC[N+:15]([CH3:18])(C)C.C1(O)C(O)C(O)C(O)C(O)C1O.[NH2:31]CCS(O)(=O)=O.[OH2:38]. (7) Given the product [Cl:1][C:2]1[CH:3]=[C:4]([CH:21]=[C:22]([C:24]#[C:25][C:27]2[CH:31]=[CH:30][N:29]([CH3:32])[N:28]=2)[CH:23]=1)[CH2:5][O:6][C:7]1[CH:12]=[CH:11][CH:10]=[CH:9][C:8]=1[CH2:13][C:14]([O:16][C:17]([CH3:18])([CH3:19])[CH3:20])=[O:15], predict the reactants needed to synthesize it. The reactants are: [Cl:1][C:2]1[CH:3]=[C:4]([CH:21]=[C:22]([C:24]#[CH:25])[CH:23]=1)[CH2:5][O:6][C:7]1[CH:12]=[CH:11][CH:10]=[CH:9][C:8]=1[CH2:13][C:14]([O:16][C:17]([CH3:20])([CH3:19])[CH3:18])=[O:15].I[C:27]1[CH:31]=[CH:30][N:29]([CH3:32])[N:28]=1.C(N(C(C)C)CC)(C)C.